Dataset: Full USPTO retrosynthesis dataset with 1.9M reactions from patents (1976-2016). Task: Predict the reactants needed to synthesize the given product. Given the product [CH:1]1([N:6]2[C:14]3[CH:13]=[C:12]([C:15]4[CH:16]=[N:17][C:18]([CH2:21][N:40]5[CH2:45][CH2:44][O:43][CH2:42][CH2:41]5)=[CH:19][CH:20]=4)[CH:11]=[C:10]([C:23]([NH:25][CH2:26][C:27]4[C:28](=[O:35])[NH:29][C:30]([CH3:34])=[CH:31][C:32]=4[CH3:33])=[O:24])[C:9]=3[CH:8]=[N:7]2)[CH2:2][CH2:3][CH2:4][CH2:5]1, predict the reactants needed to synthesize it. The reactants are: [CH:1]1([N:6]2[C:14]3[CH:13]=[C:12]([C:15]4[CH:16]=[N:17][C:18]([CH:21]=O)=[CH:19][CH:20]=4)[CH:11]=[C:10]([C:23]([NH:25][CH2:26][C:27]4[C:28](=[O:35])[NH:29][C:30]([CH3:34])=[CH:31][C:32]=4[CH3:33])=[O:24])[C:9]=3[CH:8]=[N:7]2)[CH2:5][CH2:4][CH2:3][CH2:2]1.C(O)(=O)C.[NH:40]1[CH2:45][CH2:44][O:43][CH2:42][CH2:41]1.[BH3-]C#N.[Na+].